From a dataset of Full USPTO retrosynthesis dataset with 1.9M reactions from patents (1976-2016). Predict the reactants needed to synthesize the given product. Given the product [CH:12]1[C:7]2[CH:6]=[C:2]([C:3]([OH:5])=[O:4])[C:12]3[C:7](=[CH:8][CH:9]=[CH:10][CH:11]=3)[C:8]=2[CH:9]=[CH:10][CH:11]=1, predict the reactants needed to synthesize it. The reactants are: N[C:2](=[CH:6][C:7]1[CH:12]=[CH:11][CH:10]=[CH:9][CH:8]=1)[C:3]([OH:5])=[O:4].[OH-].[Na+].N([O-])=O.[Na+].F[B-](F)(F)F.[H+].S(=O)(=O)(O)N.